Dataset: Reaction yield outcomes from USPTO patents with 853,638 reactions. Task: Predict the reaction yield, written as a fraction of the theoretical maximum amount of product (1.0 means a 100% yield; for example, 0.34 means a 34% yield). (1) The reactants are [Cl:1][C:2]1[CH:3]=[C:4]([C:17]([O:19]C)=[O:18])[C:5]2[O:9][C:8]([C:10]3[CH:15]=[CH:14][CH:13]=[CH:12][CH:11]=3)=[N:7][C:6]=2[CH:16]=1.[OH-].[Li+]. No catalyst specified. The product is [Cl:1][C:2]1[CH:3]=[C:4]([C:17]([OH:19])=[O:18])[C:5]2[O:9][C:8]([C:10]3[CH:15]=[CH:14][CH:13]=[CH:12][CH:11]=3)=[N:7][C:6]=2[CH:16]=1. The yield is 0.820. (2) The reactants are Br[C:2]1[C:7]2=[N:8][C:9]([C:12]([NH2:14])=[O:13])=[CH:10][N:11]=[C:6]2[CH:5]=[N:4][CH:3]=1.[Cl:15][C:16]1[N:21]=[CH:20][C:19](B(O)O)=[CH:18][CH:17]=1.C(=O)([O-])[O-].[Cs+].[Cs+].O1CCOCC1. The catalyst is C1(P([C-]2C=CC=C2)C2C=CC=CC=2)C=CC=CC=1.[C-]1(P(C2C=CC=CC=2)C2C=CC=CC=2)C=CC=C1.[Fe+2].[Pd](Cl)Cl.O. The product is [Cl:15][C:16]1[N:21]=[CH:20][C:19]([C:2]2[C:7]3=[N:8][C:9]([C:12]([NH2:14])=[O:13])=[CH:10][N:11]=[C:6]3[CH:5]=[N:4][CH:3]=2)=[CH:18][CH:17]=1. The yield is 0.850. (3) The reactants are C([O:3][C:4](=[O:35])[CH2:5][CH2:6][C:7]1[CH:12]=[CH:11][CH:10]=[C:9]([N:13]2[C:17]([NH:18][C:19]([C:21]3[N:22]=[CH:23][C:24]4[C:29]([CH:30]=3)=[CH:28][CH:27]=[CH:26][CH:25]=4)=[O:20])=[CH:16][C:15]([C:31]([CH3:34])([CH3:33])[CH3:32])=[N:14]2)[CH:8]=1)C.[Li+].[OH-]. The catalyst is CO. The product is [C:31]([C:15]1[CH:16]=[C:17]([NH:18][C:19]([C:21]2[N:22]=[CH:23][C:24]3[C:29]([CH:30]=2)=[CH:28][CH:27]=[CH:26][CH:25]=3)=[O:20])[N:13]([C:9]2[CH:8]=[C:7]([CH2:6][CH2:5][C:4]([OH:35])=[O:3])[CH:12]=[CH:11][CH:10]=2)[N:14]=1)([CH3:34])([CH3:32])[CH3:33]. The yield is 0.880. (4) The reactants are [NH2:1][C:2]1[CH:12]=[CH:11][C:5]([C:6]([O:8][CH2:9][CH3:10])=[O:7])=[CH:4][C:3]=1[NH:13][CH2:14][C:15]1[CH:20]=[CH:19][CH:18]=[CH:17][CH:16]=1.[CH:21](OCC)(OCC)OCC. The yield is 0.480. The product is [CH2:14]([N:13]1[C:3]2[CH:4]=[C:5]([C:6]([O:8][CH2:9][CH3:10])=[O:7])[CH:11]=[CH:12][C:2]=2[N:1]=[CH:21]1)[C:15]1[CH:20]=[CH:19][CH:18]=[CH:17][CH:16]=1. The catalyst is C(O)C.Cl. (5) The reactants are [NH2:1][C:2]1[C:7]([NH2:8])=[CH:6][C:5]([CH3:9])=[CH:4][N:3]=1.[CH2:10]([O:12][C:13](=[O:19])[CH2:14][C:15]([CH2:17]Cl)=O)[CH3:11]. The catalyst is C(O)C. The product is [NH2:8][C:7]1[C:2]2[N:3]([C:14]([C:13]([O:12][CH2:10][CH3:11])=[O:19])=[C:15]([CH3:17])[N:1]=2)[CH:4]=[C:5]([CH3:9])[CH:6]=1. The yield is 0.280. (6) The reactants are Br[C:2]1[C:11](=[O:12])[C:10]2[C:5](=[CH:6][CH:7]=[CH:8][CH:9]=2)[O:4][CH:3]=1.C([O-])([O-])=O.[K+].[K+].[CH3:19][O:20][C:21]1[CH:22]=[C:23](B(O)O)[CH:24]=[CH:25][CH:26]=1. The catalyst is Cl[Pd](Cl)([P](C1C=CC=CC=1)(C1C=CC=CC=1)C1C=CC=CC=1)[P](C1C=CC=CC=1)(C1C=CC=CC=1)C1C=CC=CC=1. The product is [CH3:19][O:20][C:21]1[CH:26]=[C:25]([CH:24]=[CH:23][CH:22]=1)[C:2]1[C:11](=[O:12])[C:10]2[C:5](=[CH:6][CH:7]=[CH:8][CH:9]=2)[O:4][CH:3]=1. The yield is 0.510. (7) The reactants are [C:1]([NH:9][C:10]1[C:11]([C:21]([O:23]C)=[O:22])=[N:12][N:13]([CH:15]2[CH2:20][CH2:19][CH2:18][CH2:17][O:16]2)[CH:14]=1)(=[O:8])[C:2]1[CH:7]=[CH:6][CH:5]=[CH:4][CH:3]=1.Cl. The catalyst is C1COCC1.CO.[OH-].[Na+].O. The product is [C:1]([NH:9][C:10]1[C:11]([C:21]([OH:23])=[O:22])=[N:12][N:13]([CH:15]2[CH2:20][CH2:19][CH2:18][CH2:17][O:16]2)[CH:14]=1)(=[O:8])[C:2]1[CH:7]=[CH:6][CH:5]=[CH:4][CH:3]=1. The yield is 0.780. (8) The reactants are [Cl:1][C:2]1[N:10](CC=C)[C:9]2[C:8](=[O:14])[NH:7][C:6](=[O:15])[N:5]([CH2:16][C:17]#[N:18])[C:4]=2[N:3]=1.N1CCOCC1.Cl.C(Cl)(Cl)Cl. The catalyst is C1COCC1.C1C=CC([P]([Pd]([P](C2C=CC=CC=2)(C2C=CC=CC=2)C2C=CC=CC=2)([P](C2C=CC=CC=2)(C2C=CC=CC=2)C2C=CC=CC=2)[P](C2C=CC=CC=2)(C2C=CC=CC=2)C2C=CC=CC=2)(C2C=CC=CC=2)C2C=CC=CC=2)=CC=1. The product is [Cl:1][C:2]1[NH:10][C:9]2[C:8](=[O:14])[NH:7][C:6](=[O:15])[N:5]([CH2:16][C:17]#[N:18])[C:4]=2[N:3]=1. The yield is 0.250. (9) The reactants are [Si]([O:18][CH2:19][CH2:20][O:21][CH2:22][NH:23][C:24]([C:26]1[CH:31]=[C:30]([CH3:32])[C:29]([CH:33]([C:44]2[CH:49]=[C:48]([F:50])[CH:47]=[CH:46][C:45]=2[F:51])[S:34]([C:37]2[CH:42]=[CH:41][C:40]([F:43])=[CH:39][CH:38]=2)(=[O:36])=[O:35])=[CH:28][N:27]=1)=[O:25])(C(C)(C)C)(C1C=CC=CC=1)C1C=CC=CC=1.C(O)(=O)C.[F-].C([N+](CCCC)(CCCC)CCCC)CCC.[Cl-].[NH4+]. The catalyst is O1CCCC1. The product is [F:51][C:45]1[CH:46]=[CH:47][C:48]([F:50])=[CH:49][C:44]=1[CH:33]([S:34]([C:37]1[CH:38]=[CH:39][C:40]([F:43])=[CH:41][CH:42]=1)(=[O:36])=[O:35])[C:29]1[C:30]([CH3:32])=[CH:31][C:26]([C:24]([NH:23][CH2:22][O:21][CH2:20][CH2:19][OH:18])=[O:25])=[N:27][CH:28]=1. The yield is 0.930.